Dataset: Forward reaction prediction with 1.9M reactions from USPTO patents (1976-2016). Task: Predict the product of the given reaction. (1) Given the reactants Cl.[NH2:2][C:3]1[CH:4]=[C:5]([CH:10]=[CH:11][C:12]=1[OH:13])[C:6]([O:8][CH3:9])=[O:7].C(N(CC)CC)C.[CH3:21][O:22][C:23]([C:25]1[CH:30]=[CH:29][C:28]([CH:31]=O)=[CH:27][CH:26]=1)=[O:24], predict the reaction product. The product is: [OH:13][C:12]1[CH:11]=[CH:10][C:5]([C:6]([O:8][CH3:9])=[O:7])=[CH:4][C:3]=1[N:2]=[CH:31][C:28]1[CH:27]=[CH:26][C:25]([C:23]([O:22][CH3:21])=[O:24])=[CH:30][CH:29]=1. (2) Given the reactants [Cl:1][C:2]1[CH:7]=[CH:6][CH:5]=[C:4]([Cl:8])[C:3]=1[C:9]1[O:10][C:11]2[CH:17]=[C:16]([C:18]([OH:20])=O)[CH:15]=[CH:14][C:12]=2[N:13]=1.F[P-](F)(F)(F)(F)F.N1(O[P+](N(C)C)(N(C)C)N(C)C)C2C=CC=CC=2N=N1.C(N(C(C)C)CC)(C)C.[C:57]1([CH3:66])[CH:62]=[CH:61][CH:60]=[CH:59][C:58]=1[CH2:63][CH2:64][NH2:65], predict the reaction product. The product is: [C:57]1([CH3:66])[CH:62]=[CH:61][CH:60]=[CH:59][C:58]=1[CH2:63][CH2:64][NH:65][C:18]([C:16]1[CH:15]=[CH:14][C:12]2[N:13]=[C:9]([C:3]3[C:2]([Cl:1])=[CH:7][CH:6]=[CH:5][C:4]=3[Cl:8])[O:10][C:11]=2[CH:17]=1)=[O:20]. (3) Given the reactants [CH3:1][N:2]1[C:15]2[C:10](=[CH:11][CH:12]=[CH:13][CH:14]=2)[C:9](=[O:16])[C:8]2[CH:7]=[CH:6][CH:5]=[CH:4][C:3]1=2.[Cl:17][S:18]([OH:21])(=O)=[O:19], predict the reaction product. The product is: [CH3:1][N:2]1[C:15]2[C:10](=[CH:11][C:12]([S:18]([Cl:17])(=[O:21])=[O:19])=[CH:13][CH:14]=2)[C:9](=[O:16])[C:8]2[CH:7]=[C:6]([S:18]([Cl:17])(=[O:21])=[O:19])[CH:5]=[CH:4][C:3]1=2. (4) The product is: [Cl:27][C:12]1[C:11](=[O:28])[N:10]([C:8]2[C:7]([CH3:29])=[CH:6][N:5]=[C:4]([C:31]3[CH:30]=[CH:32][N:55]=[C:53]([C:52]([OH:51])([CH3:57])[CH3:56])[N:54]=3)[CH:9]=2)[C:15]([CH3:16])=[CH:14][C:13]=1[O:17][CH2:18][C:19]1[CH:24]=[CH:23][C:22]([F:25])=[CH:21][C:20]=1[F:26]. Given the reactants C([C:4]1[CH:9]=[C:8]([N:10]2[C:15]([CH3:16])=[CH:14][C:13]([O:17][CH2:18][C:19]3[CH:24]=[CH:23][C:22]([F:25])=[CH:21][C:20]=3[F:26])=[C:12]([Cl:27])[C:11]2=[O:28])[C:7]([CH3:29])=[CH:6][N:5]=1)(=O)C.[C:30](OC(OC(C)(C)C)N(C)C)(C)([CH3:32])[CH3:31].C(=O)([O-])[O-].[K+].[K+].Cl.[OH:51][C:52]([CH3:57])([CH3:56])[C:53]([NH2:55])=[NH:54], predict the reaction product. (5) Given the reactants [O:1]=[C:2]1[NH:10][C:5]2=[N:6][CH:7]=[CH:8][CH:9]=[C:4]2[C@:3]21[CH2:24][C:13]1[CH:14]=[C:15]3[C:20](=[CH:21][C:12]=1[CH2:11]2)[N:19]=[C:18]([CH:22]=[O:23])[CH:17]=[CH:16]3.NC1C=C2C(=CC=1)CC1(C3C(=NC=CC=3)NC1=O)C2, predict the reaction product. The product is: [O:1]=[C:2]1[NH:10][C:5]2=[N:6][CH:7]=[CH:8][CH:9]=[C:4]2[C:3]21[CH2:24][C:13]1[CH:14]=[C:15]3[C:20](=[CH:21][C:12]=1[CH2:11]2)[N:19]=[C:18]([CH:22]=[O:23])[CH:17]=[CH:16]3. (6) Given the reactants BrC1C=CC=CC=1CBr.[Br:10][C:11]1[CH:20]=[CH:19][CH:18]=[C:17]2[C:12]=1[CH2:13][CH2:14][CH2:15][C:16]2=[O:21].[Se](=O)=[O:23], predict the reaction product. The product is: [Br:10][C:11]1[CH:20]=[CH:19][CH:18]=[C:17]2[C:12]=1[CH:13]=[CH:14][C:15](=[O:23])[C:16]2=[O:21]. (7) Given the reactants Cl[C:2]1[CH:3]=[CH:4][C:5]2[N:6]([C:8]([C:11]([F:14])([F:13])[F:12])=[N:9][N:10]=2)[N:7]=1.[N:15]1([C:21]#[N:22])[CH2:20][CH2:19][NH:18][CH2:17][CH2:16]1.CCN(C(C)C)C(C)C, predict the reaction product. The product is: [F:12][C:11]([F:14])([F:13])[C:8]1[N:6]2[N:7]=[C:2]([N:18]3[CH2:19][CH2:20][N:15]([C:21]#[N:22])[CH2:16][CH2:17]3)[CH:3]=[CH:4][C:5]2=[N:10][N:9]=1. (8) Given the reactants [NH:1](C(OC(C)(C)C)=O)[C@H:2]([C:12]([OH:14])=O)[CH2:3][O:4][CH2:5][C:6]1[CH:11]=[CH:10][CH:9]=[CH:8][CH:7]=1.[H-].[H-].[H-].[H-].[Li+].[Al+3].Cl.[F:29][C:30]1[CH:35]=[CH:34][C:33]([N:36]2[C:44]3[C:39](=[CH:40][C:41](I)=[CH:42][CH:43]=3)[CH:38]=[N:37]2)=[CH:32][CH:31]=1, predict the reaction product. The product is: [F:29][C:30]1[CH:31]=[C:32]([CH:12]([O:14][C:41]2[CH:40]=[C:39]3[C:44](=[CH:43][CH:42]=2)[N:36]([C:33]2[CH:34]=[CH:35][C:30]([F:29])=[CH:31][CH:32]=2)[N:37]=[CH:38]3)[C@H:2]([CH2:3][O:4][CH2:5][C:6]2[CH:7]=[CH:8][CH:9]=[CH:10][CH:11]=2)[NH2:1])[CH:33]=[CH:34][CH:35]=1.